Dataset: Full USPTO retrosynthesis dataset with 1.9M reactions from patents (1976-2016). Task: Predict the reactants needed to synthesize the given product. (1) Given the product [Cl:32][C:33]1[CH:34]=[CH:35][C:36]([NH:39][C:40](=[O:59])[C:41]2[CH:46]=[C:45]([CH:47]([OH:49])[CH3:48])[CH:44]=[CH:43][C:42]=2[NH:13][C:14]([CH:16]2[CH2:17][CH2:18][N:19]([CH:22]([CH3:24])[CH3:23])[CH2:20][CH2:21]2)=[O:15])=[N:37][CH:38]=1, predict the reactants needed to synthesize it. The reactants are: OC(C1C([NH:13][C:14]([CH:16]2[CH2:21][CH2:20][N:19]([CH:22]([CH3:24])[CH3:23])[CH2:18][CH2:17]2)=[O:15])=C(C=CC=1)C(N)=O)C.FC(F)(F)C(O)=O.[Cl:32][C:33]1[CH:34]=[CH:35][C:36]([NH:39][C:40](=[O:59])[C:41]2[CH:46]=[C:45]([CH:47]([OH:49])[CH3:48])[CH:44]=[CH:43][C:42]=2NC(C2CCNCC2)=O)=[N:37][CH:38]=1. (2) Given the product [Cl:21][C:22]1[CH:31]=[CH:30][C:29]2[N:28]=[C:27]([N:32]3[CH2:37][CH2:36][NH:35][CH2:34][CH2:33]3)[C:26]3=[N:45][N:46]([CH3:48])[CH:47]=[C:25]3[C:24]=2[CH:23]=1, predict the reactants needed to synthesize it. The reactants are: N1(C(OC(C)(C)C)=O)CCNCC1.CN1CCNCC1.[Cl:21][C:22]1[CH:31]=[CH:30][C:29]2[N:28]=[C:27]([N:32]3[CH2:37][CH2:36][N:35](C(OC(C)(C)C)=O)[CH2:34][CH2:33]3)[C:26]3=[N:45][N:46]([CH3:48])[CH:47]=[C:25]3[C:24]=2[CH:23]=1.Cl. (3) Given the product [CH2:20]([O:19][C:11]1[C:12]2[C:4]([CH:5]=[C:6]3[CH:10]=[CH:9][S:8][C:7]=13)=[C:3]([O:2][CH2:1][CH2:47][CH2:48][CH2:43][CH2:44][CH2:45][CH2:46][CH2:22][CH2:23][CH2:24][CH2:25][CH2:26][CH2:21][CH3:27])[C:15]1[S:16][CH:17]=[CH:18][C:14]=1[CH:13]=2)[CH2:41][CH2:40][CH2:39][CH2:38][CH2:37][CH2:36][CH2:35][CH2:34][CH2:33][CH2:32][CH2:31][CH2:30][CH3:29], predict the reactants needed to synthesize it. The reactants are: [CH3:1][O:2][C:3]1[C:4]2[C:12]([CH:13]=[C:14]3[CH:18]=[CH:17][S:16][C:15]=13)=[C:11]([O:19][CH3:20])[C:7]1[S:8][CH:9]=[CH:10][C:6]=1[CH:5]=2.[C:21]1([CH3:27])[CH:26]=[CH:25][CH:24]=[CH:23][CH:22]=1.C(O)[CH2:29][CH2:30][CH2:31][CH2:32][CH2:33][CH2:34][CH2:35][CH2:36][CH2:37][CH2:38][CH2:39][CH2:40][CH3:41].[C:43]1(C)[CH:48]=[CH:47][C:46](S(O)(=O)=O)=[CH:45][CH:44]=1. (4) Given the product [F:10][CH:11]1[CH2:14][N:13]([C:15]2[CH:16]=[C:17]([CH:21]3[C:30]([CH3:31])([CH3:32])[CH2:29][C:28]4[C:23](=[CH:24][CH:25]=[C:26]([C:33]([NH:9][S:6]([CH:3]5[CH2:5][CH2:4]5)(=[O:8])=[O:7])=[O:34])[CH:27]=4)[NH:22]3)[CH:18]=[CH:19][CH:20]=2)[CH2:12]1, predict the reactants needed to synthesize it. The reactants are: [H-].[Na+].[CH:3]1([S:6]([NH2:9])(=[O:8])=[O:7])[CH2:5][CH2:4]1.[F:10][CH:11]1[CH2:14][N:13]([C:15]2[CH:16]=[C:17]([CH:21]3[C:30]([CH3:32])([CH3:31])[CH2:29][C:28]4[C:23](=[CH:24][CH:25]=[C:26]([C:33](O)=[O:34])[CH:27]=4)[NH:22]3)[CH:18]=[CH:19][CH:20]=2)[CH2:12]1.C(N1C=CN=C1)(N1C=CN=C1)=O.